From a dataset of Peptide-MHC class II binding affinity with 134,281 pairs from IEDB. Regression. Given a peptide amino acid sequence and an MHC pseudo amino acid sequence, predict their binding affinity value. This is MHC class II binding data. (1) The peptide sequence is ASAAILGHDGTVWAQ. The MHC is HLA-DQA10301-DQB10302 with pseudo-sequence HLA-DQA10301-DQB10302. The binding affinity (normalized) is 0.215. (2) The peptide sequence is KKDNQVAYLIIGILTLV. The MHC is HLA-DQA10102-DQB10501 with pseudo-sequence HLA-DQA10102-DQB10501. The binding affinity (normalized) is 0.657. (3) The peptide sequence is EVVWTNTPTKWDNS. The MHC is DRB5_0101 with pseudo-sequence DRB5_0101. The binding affinity (normalized) is 0.344. (4) The peptide sequence is YDKFLCNVSTVLTGK. The MHC is DRB3_0202 with pseudo-sequence DRB3_0202. The binding affinity (normalized) is 0.848.